Dataset: KCNQ2 potassium channel screen with 302,405 compounds. Task: Binary Classification. Given a drug SMILES string, predict its activity (active/inactive) in a high-throughput screening assay against a specified biological target. (1) The result is 0 (inactive). The compound is S(=O)(=O)(N1CCOCC1)c1ccc(cc1)C(=O)Nc1cc(F)ccc1. (2) The drug is n12nc(c(c1nc(cc2N)C)c1ccccc1)C. The result is 0 (inactive). (3) The compound is S(=O)(=O)(NC)c1cc(C(OCC(=O)NC(CCc2ccccc2)C)=O)ccc1. The result is 0 (inactive). (4) The compound is O=C(Nc1ccc(c2ccccc2)cc1)c1ccccc1. The result is 0 (inactive).